This data is from Reaction yield outcomes from USPTO patents with 853,638 reactions. The task is: Predict the reaction yield, written as a fraction of the theoretical maximum amount of product (1.0 means a 100% yield; for example, 0.34 means a 34% yield). The reactants are CO[C:3]([C:5]1[CH:14]=[CH:13][C:8]2[N:9]=[C:10]([CH3:12])[NH:11][C:7]=2[CH:6]=1)=[O:4].[CH2:15]1[CH2:19]OCC1.[CH2:20]([Mg]Br)[CH3:21]. The catalyst is O. The product is [CH3:12][C:10]1[NH:11][C:7]2[CH:6]=[C:5]([C:3]([OH:4])([CH2:20][CH3:21])[CH2:15][CH3:19])[CH:14]=[CH:13][C:8]=2[N:9]=1. The yield is 0.790.